Dataset: Full USPTO retrosynthesis dataset with 1.9M reactions from patents (1976-2016). Task: Predict the reactants needed to synthesize the given product. The reactants are: [S:1]1[CH2:5][CH:4]=[C:3]2[C:6]3[CH:10]=[CH:9][S:8][C:7]=3C=[C:2]12.[CH2:12]([Li])[CH2:13]CC.[CH2:17]([O:20][C:21]1[C:26]([C:27]([CH3:30])([CH3:29])[CH3:28])=[CH:25][C:24]([CH3:31])=[CH:23][C:22]=1[Si:32](Cl)([CH3:34])[CH3:33])[CH:18]=[CH2:19].O1CCC[CH2:37]1. Given the product [CH2:17]([O:20][C:21]1[C:26]([C:27]([CH3:30])([CH3:29])[CH3:28])=[CH:25][C:24]([CH3:31])=[CH:23][C:22]=1[Si:32]([C:34]1[C:7]2[S:8][CH:9]=[CH:10][C:6]=2[C:3]2[C:2]=1[S:1][CH2:5][CH:4]=2)([CH2:12][CH3:13])[CH2:33][CH3:37])[CH:18]=[CH2:19], predict the reactants needed to synthesize it.